Dataset: NCI-60 drug combinations with 297,098 pairs across 59 cell lines. Task: Regression. Given two drug SMILES strings and cell line genomic features, predict the synergy score measuring deviation from expected non-interaction effect. (1) Drug 1: C1CN1P(=S)(N2CC2)N3CC3. Drug 2: CC1C(C(CC(O1)OC2CC(CC3=C2C(=C4C(=C3O)C(=O)C5=C(C4=O)C(=CC=C5)OC)O)(C(=O)CO)O)N)O.Cl. Cell line: A549. Synergy scores: CSS=38.4, Synergy_ZIP=-8.19, Synergy_Bliss=-3.34, Synergy_Loewe=-1.62, Synergy_HSA=0.887. (2) Drug 1: CCN(CC)CCNC(=O)C1=C(NC(=C1C)C=C2C3=C(C=CC(=C3)F)NC2=O)C. Drug 2: N.N.Cl[Pt+2]Cl. Cell line: OVCAR-4. Synergy scores: CSS=55.1, Synergy_ZIP=-0.513, Synergy_Bliss=-0.919, Synergy_Loewe=-1.96, Synergy_HSA=-1.26. (3) Drug 1: CC1C(C(=O)NC(C(=O)N2CCCC2C(=O)N(CC(=O)N(C(C(=O)O1)C(C)C)C)C)C(C)C)NC(=O)C3=C4C(=C(C=C3)C)OC5=C(C(=O)C(=C(C5=N4)C(=O)NC6C(OC(=O)C(N(C(=O)CN(C(=O)C7CCCN7C(=O)C(NC6=O)C(C)C)C)C)C(C)C)C)N)C. Drug 2: COC1=C2C(=CC3=C1OC=C3)C=CC(=O)O2. Cell line: SK-MEL-28. Synergy scores: CSS=27.1, Synergy_ZIP=-12.6, Synergy_Bliss=-14.0, Synergy_Loewe=-76.2, Synergy_HSA=-13.8. (4) Drug 1: C1=NC(=NC(=O)N1C2C(C(C(O2)CO)O)O)N. Drug 2: CS(=O)(=O)OCCCCOS(=O)(=O)C. Cell line: SW-620. Synergy scores: CSS=41.2, Synergy_ZIP=-5.05, Synergy_Bliss=0.316, Synergy_Loewe=-16.7, Synergy_HSA=2.65. (5) Drug 1: CN1CCC(CC1)COC2=C(C=C3C(=C2)N=CN=C3NC4=C(C=C(C=C4)Br)F)OC. Synergy scores: CSS=38.5, Synergy_ZIP=7.40, Synergy_Bliss=8.27, Synergy_Loewe=8.24, Synergy_HSA=8.98. Cell line: MALME-3M. Drug 2: C1=C(C(=O)NC(=O)N1)F. (6) Drug 1: CC(C1=C(C=CC(=C1Cl)F)Cl)OC2=C(N=CC(=C2)C3=CN(N=C3)C4CCNCC4)N. Drug 2: CC1=C2C(C(=O)C3(C(CC4C(C3C(C(C2(C)C)(CC1OC(=O)C(C(C5=CC=CC=C5)NC(=O)C6=CC=CC=C6)O)O)OC(=O)C7=CC=CC=C7)(CO4)OC(=O)C)O)C)OC(=O)C. Cell line: PC-3. Synergy scores: CSS=51.2, Synergy_ZIP=-0.994, Synergy_Bliss=1.70, Synergy_Loewe=-25.1, Synergy_HSA=3.10. (7) Drug 1: CC1=C(N=C(N=C1N)C(CC(=O)N)NCC(C(=O)N)N)C(=O)NC(C(C2=CN=CN2)OC3C(C(C(C(O3)CO)O)O)OC4C(C(C(C(O4)CO)O)OC(=O)N)O)C(=O)NC(C)C(C(C)C(=O)NC(C(C)O)C(=O)NCCC5=NC(=CS5)C6=NC(=CS6)C(=O)NCCC[S+](C)C)O. Drug 2: CN(C(=O)NC(C=O)C(C(C(CO)O)O)O)N=O. Cell line: MDA-MB-435. Synergy scores: CSS=0.956, Synergy_ZIP=-0.0559, Synergy_Bliss=-0.960, Synergy_Loewe=2.56, Synergy_HSA=-2.49.